Dataset: Full USPTO retrosynthesis dataset with 1.9M reactions from patents (1976-2016). Task: Predict the reactants needed to synthesize the given product. (1) Given the product [CH2:22]([NH:21][C:20]([C:11]1([C:14]2[CH:19]=[CH:18][CH:17]=[CH:16][CH:15]=2)[CH2:10][CH2:9][N:8]([CH2:36][C:35]2[N:34]([CH3:38])[N:33]([C:39]3[CH:40]=[CH:41][CH:42]=[CH:43][CH:44]=3)[C:32](=[O:45])[C:31]=2[Br:30])[CH2:13][CH2:12]1)=[O:29])[C:23]1[CH:28]=[CH:27][CH:26]=[CH:25][CH:24]=1, predict the reactants needed to synthesize it. The reactants are: C(OC([N:8]1[CH2:13][CH2:12][C:11]([C:20](=[O:29])[NH:21][CH2:22][C:23]2[CH:28]=[CH:27][CH:26]=[CH:25][CH:24]=2)([C:14]2[CH:19]=[CH:18][CH:17]=[CH:16][CH:15]=2)[CH2:10][CH2:9]1)=O)(C)(C)C.[Br:30][C:31]1[C:32](=[O:45])[N:33]([C:39]2[CH:44]=[CH:43][CH:42]=[CH:41][CH:40]=2)[N:34]([CH3:38])[C:35]=1[CH2:36]Br.C(N(C(C)C)CC)(C)C. (2) Given the product [O:19]1[C:23]2[CH:24]=[CH:25][CH:26]=[CH:27][C:22]=2[N:21]=[C:20]1[C:28]1[CH:33]=[CH:32][C:31]([C:34]([N:36]2[CH2:41][CH2:40][N:39]([C:9]([C:6]3([OH:5])[CH2:8][CH2:7]3)=[O:11])[CH2:38][CH2:37]2)=[O:35])=[CH:30][CH:29]=1, predict the reactants needed to synthesize it. The reactants are: S(Cl)(Cl)=O.[OH:5][C:6]1([C:9]([OH:11])=O)[CH2:8][CH2:7]1.FC(F)(F)C(O)=O.[O:19]1[C:23]2[CH:24]=[CH:25][CH:26]=[CH:27][C:22]=2[N:21]=[C:20]1[C:28]1[CH:33]=[CH:32][C:31]([C:34]([N:36]2[CH2:41][CH2:40][NH:39][CH2:38][CH2:37]2)=[O:35])=[CH:30][CH:29]=1.C(N(CC)C(C)C)(C)C. (3) Given the product [OH:52][CH2:51][CH2:50][CH:47]1[CH2:48][CH2:49][N:44]([CH2:2][C:3]2[CH:4]=[C:5]([CH:41]=[CH:42][CH:43]=2)[C:6]([NH:8][C:9]2[CH:14]=[CH:13][C:12]([N:15]3[CH2:20][CH2:19][CH2:18][CH2:17][CH2:16]3)=[CH:11][C:10]=2[C:21]2[CH:22]=[C:23]([CH:38]=[CH:39][N:40]=2)[C:24]([NH:26][CH2:27][C:28]2[CH:33]=[CH:32][CH:31]=[C:30]([C:34]([F:37])([F:36])[F:35])[CH:29]=2)=[O:25])=[O:7])[CH2:45][CH2:46]1, predict the reactants needed to synthesize it. The reactants are: Cl[CH2:2][C:3]1[CH:4]=[C:5]([CH:41]=[CH:42][CH:43]=1)[C:6]([NH:8][C:9]1[CH:14]=[CH:13][C:12]([N:15]2[CH2:20][CH2:19][CH2:18][CH2:17][CH2:16]2)=[CH:11][C:10]=1[C:21]1[CH:22]=[C:23]([CH:38]=[CH:39][N:40]=1)[C:24]([NH:26][CH2:27][C:28]1[CH:33]=[CH:32][CH:31]=[C:30]([C:34]([F:37])([F:36])[F:35])[CH:29]=1)=[O:25])=[O:7].[NH:44]1[CH2:49][CH2:48][CH:47]([CH2:50][CH2:51][OH:52])[CH2:46][CH2:45]1.C([O-])([O-])=O.[K+].[K+].